Dataset: NCI-60 drug combinations with 297,098 pairs across 59 cell lines. Task: Regression. Given two drug SMILES strings and cell line genomic features, predict the synergy score measuring deviation from expected non-interaction effect. (1) Drug 1: C1CCN(CC1)CCOC2=CC=C(C=C2)C(=O)C3=C(SC4=C3C=CC(=C4)O)C5=CC=C(C=C5)O. Drug 2: CCC(=C(C1=CC=CC=C1)C2=CC=C(C=C2)OCCN(C)C)C3=CC=CC=C3.C(C(=O)O)C(CC(=O)O)(C(=O)O)O. Cell line: PC-3. Synergy scores: CSS=5.88, Synergy_ZIP=-2.03, Synergy_Bliss=-0.249, Synergy_Loewe=2.44, Synergy_HSA=0.292. (2) Drug 1: C(=O)(N)NO. Drug 2: C1C(C(OC1N2C=NC(=NC2=O)N)CO)O. Cell line: HCT-15. Synergy scores: CSS=3.31, Synergy_ZIP=-0.180, Synergy_Bliss=-0.661, Synergy_Loewe=1.69, Synergy_HSA=-0.558. (3) Drug 1: CC(C1=C(C=CC(=C1Cl)F)Cl)OC2=C(N=CC(=C2)C3=CN(N=C3)C4CCNCC4)N. Drug 2: C#CCC(CC1=CN=C2C(=N1)C(=NC(=N2)N)N)C3=CC=C(C=C3)C(=O)NC(CCC(=O)O)C(=O)O. Cell line: SK-MEL-5. Synergy scores: CSS=-6.62, Synergy_ZIP=1.28, Synergy_Bliss=-2.64, Synergy_Loewe=-7.92, Synergy_HSA=-7.92. (4) Cell line: LOX IMVI. Synergy scores: CSS=-9.34, Synergy_ZIP=8.77, Synergy_Bliss=10.4, Synergy_Loewe=-9.14, Synergy_HSA=-6.19. Drug 2: C1CN(P(=O)(OC1)NCCCl)CCCl. Drug 1: C1CC(=O)NC(=O)C1N2C(=O)C3=CC=CC=C3C2=O. (5) Drug 1: CCC1(CC2CC(C3=C(CCN(C2)C1)C4=CC=CC=C4N3)(C5=C(C=C6C(=C5)C78CCN9C7C(C=CC9)(C(C(C8N6C)(C(=O)OC)O)OC(=O)C)CC)OC)C(=O)OC)O.OS(=O)(=O)O. Drug 2: CC1C(C(CC(O1)OC2CC(CC3=C2C(=C4C(=C3O)C(=O)C5=C(C4=O)C(=CC=C5)OC)O)(C(=O)CO)O)N)O.Cl. Cell line: OVCAR-8. Synergy scores: CSS=39.1, Synergy_ZIP=-5.00, Synergy_Bliss=-3.26, Synergy_Loewe=0.252, Synergy_HSA=0.753. (6) Drug 1: CC12CCC(CC1=CCC3C2CCC4(C3CC=C4C5=CN=CC=C5)C)O. Drug 2: CC1C(C(CC(O1)OC2CC(CC3=C2C(=C4C(=C3O)C(=O)C5=C(C4=O)C(=CC=C5)OC)O)(C(=O)C)O)N)O.Cl. Cell line: HS 578T. Synergy scores: CSS=32.9, Synergy_ZIP=12.6, Synergy_Bliss=14.5, Synergy_Loewe=1.73, Synergy_HSA=11.6.